Dataset: Full USPTO retrosynthesis dataset with 1.9M reactions from patents (1976-2016). Task: Predict the reactants needed to synthesize the given product. (1) The reactants are: [ClH:1].[O:2]=[C:3]1[N:9]2[CH2:10][CH2:11][CH2:12][CH2:13][C@@H:8]2[CH:7]=[CH:6][CH2:5][C@@H:4]1[NH:14]C(=O)OC(C)(C)C. Given the product [ClH:1].[NH2:14][C@@H:4]1[C:3](=[O:2])[N:9]2[CH2:10][CH2:11][CH2:12][CH2:13][C@@H:8]2[CH:7]=[CH:6][CH2:5]1, predict the reactants needed to synthesize it. (2) The reactants are: FC1C=C(F)C=CC=1[CH2:4][N:5]1[C:10](=[O:11])[CH:9]=[CH:8][C:7]([CH2:12][C:13]2[C:21]3[C:16](=[CH:17][CH:18]=[CH:19][CH:20]=3)[N:15]([CH2:22][C:23]([O:25][CH3:26])=[O:24])[C:14]=2[CH3:27])=[CH:6]1.CC1N(CC(OC)=O)C2C(C=1CC1C=CC(=O)NC=1)=CC=CC=2.C(=O)([O-])[O-].[K+].[K+].[F:62][C:63]1[CH:64]=[C:65]([CH:68]=[C:69]([F:71])[CH:70]=1)CBr. Given the product [F:62][C:63]1[CH:64]=[C:65]([CH:68]=[C:69]([F:71])[CH:70]=1)[CH2:4][N:5]1[C:10](=[O:11])[CH:9]=[CH:8][C:7]([CH2:12][C:13]2[C:21]3[C:16](=[CH:17][CH:18]=[CH:19][CH:20]=3)[N:15]([CH2:22][C:23]([O:25][CH3:26])=[O:24])[C:14]=2[CH3:27])=[CH:6]1, predict the reactants needed to synthesize it.